This data is from Reaction yield outcomes from USPTO patents with 853,638 reactions. The task is: Predict the reaction yield, written as a fraction of the theoretical maximum amount of product (1.0 means a 100% yield; for example, 0.34 means a 34% yield). (1) The reactants are [OH:1][C:2]1[N:6]([C:7]2[CH:12]=[C:11]([C:13]#[N:14])[CH:10]=[CH:9][N:8]=2)[N:5]=[CH:4][CH:3]=1.[CH3:15][O:16][C:17]1[CH:18]=[C:19]([CH:22]=[CH:23][CH:24]=1)[CH2:20]O. No catalyst specified. The product is [CH3:15][O:16][C:17]1[CH:18]=[C:19]([CH:22]=[CH:23][CH:24]=1)[CH2:20][O:1][C:2]1[N:6]([C:7]2[CH:12]=[C:11]([C:13]#[N:14])[CH:10]=[CH:9][N:8]=2)[N:5]=[CH:4][CH:3]=1. The yield is 0.130. (2) The reactants are C[O:2][C:3](=[O:33])[C@H:4]([CH2:29][CH2:30][S:31][CH3:32])[NH:5][C:6](=[O:28])[C:7]1[CH:12]=[CH:11][C:10]([CH:13]=[CH:14][C:15]2[CH:16]=[N:17][CH:18]=[CH:19][CH:20]=2)=[CH:9][C:8]=1[C:21]1[CH:26]=[CH:25][CH:24]=[CH:23][C:22]=1[CH3:27].[OH-].[Na+:35]. The catalyst is CO. The product is [Na+:35].[N:17]1[CH:18]=[CH:19][CH:20]=[C:15]([CH:14]=[CH:13][C:10]2[CH:11]=[CH:12][C:7]([C:6]([NH:5][C@H:4]([C:3]([O-:33])=[O:2])[CH2:29][CH2:30][S:31][CH3:32])=[O:28])=[C:8]([C:21]3[CH:26]=[CH:25][CH:24]=[CH:23][C:22]=3[CH3:27])[CH:9]=2)[CH:16]=1. The yield is 1.00. (3) The reactants are [OH:1][C:2]1[CH:3]=[C:4]([CH:8]=[CH:9][C:10]=1[I:11])[C:5]([OH:7])=[O:6].Cl.[CH3:13][CH2:14]O. No catalyst specified. The product is [OH:1][C:2]1[CH:3]=[C:4]([CH:8]=[CH:9][C:10]=1[I:11])[C:5]([O:7][CH2:13][CH3:14])=[O:6]. The yield is 0.930. (4) The reactants are [Br:1][C:2]1[CH:11]=[CH:10][C:5]([C:6]([O:8]C)=O)=[C:4]([CH2:12]Br)[CH:3]=1.[CH:14]1([NH2:17])[CH2:16][CH2:15]1.C(=O)([O-])[O-].[K+].[K+]. The catalyst is C(O)C. The product is [Br:1][C:2]1[CH:3]=[C:4]2[C:5](=[CH:10][CH:11]=1)[C:6](=[O:8])[N:17]([CH:14]1[CH2:16][CH2:15]1)[CH2:12]2. The yield is 0.940. (5) The reactants are [F:1][C:2]1[CH:3]=[CH:4][C:5]([S:31]([CH3:34])(=[O:33])=[O:32])=[C:6]([C:8]2[N:13]=[C:12](S(C)(=O)=O)[N:11]=[C:10]([C:18]3[CH:23]=[CH:22][C:21]([NH:24][C:25]([NH:27][CH2:28][CH2:29][OH:30])=[O:26])=[CH:20][CH:19]=3)[CH:9]=2)[CH:7]=1.CCN(C(C)C)C(C)C.[NH:44]1[CH2:49][CH2:48][O:47][CH2:46][CH2:45]1. No catalyst specified. The product is [F:1][C:2]1[CH:3]=[CH:4][C:5]([S:31]([CH3:34])(=[O:32])=[O:33])=[C:6]([C:8]2[N:13]=[C:12]([N:44]3[CH2:49][CH2:48][O:47][CH2:46][CH2:45]3)[N:11]=[C:10]([C:18]3[CH:19]=[CH:20][C:21]([NH:24][C:25]([NH:27][CH2:28][CH2:29][OH:30])=[O:26])=[CH:22][CH:23]=3)[CH:9]=2)[CH:7]=1. The yield is 0.0500. (6) The reactants are [C:1]([C:4]1[CH:5]=[C:6]([N:10]([CH3:20])[S:11]([C:14]2[CH:19]=[CH:18][CH:17]=[CH:16][CH:15]=2)(=[O:13])=[O:12])[CH:7]=[CH:8][CH:9]=1)(=[O:3])[CH3:2].CO[CH:23](OC)[N:24]([CH3:26])[CH3:25]. The catalyst is C(OCC)(=O)C.CO. The product is [CH3:23][N:24]([CH3:26])[CH:25]=[CH:2][C:1]([C:4]1[CH:5]=[C:6]([N:10]([CH3:20])[S:11]([C:14]2[CH:19]=[CH:18][CH:17]=[CH:16][CH:15]=2)(=[O:13])=[O:12])[CH:7]=[CH:8][CH:9]=1)=[O:3]. The yield is 0.840.